This data is from hERG Central: cardiac toxicity at 1µM, 10µM, and general inhibition. The task is: Predict hERG channel inhibition at various concentrations. (1) The molecule is CCCc1ccc(OCc2ccc(C(=O)N3CCN(c4ccccn4)CC3)o2)c(OC)c1. Results: hERG_inhib (hERG inhibition (general)): blocker. (2) The molecule is CCN(C(=O)C1CCCN(c2ncnc3c2nc2n3CCCCC2)C1)c1cccc(Cl)c1. Results: hERG_inhib (hERG inhibition (general)): blocker. (3) The compound is Cc1cc(N2CCN(c3ccccn3)CC2)n2cc(-c3ccccc3)nc2n1. Results: hERG_inhib (hERG inhibition (general)): blocker.